From a dataset of Reaction yield outcomes from USPTO patents with 853,638 reactions. Predict the reaction yield, written as a fraction of the theoretical maximum amount of product (1.0 means a 100% yield; for example, 0.34 means a 34% yield). (1) The reactants are [CH3:1][O:2][C:3]1[C:8]([CH3:9])=[CH:7][C:6]([CH3:10])=[CH:5][C:4]=1[OH:11].FC(F)(F)S(O)(=O)=O. The catalyst is CCCCCCC. The product is [CH3:1][O:2][C:3]1[C:4]2[O:11][C:6]([CH3:10])([CH3:7])[CH2:5][C:5]=2[C:6]([CH3:10])=[CH:7][C:8]=1[CH3:9]. The yield is 1.00. (2) The catalyst is CN(C=O)C. The reactants are [F:1][C:2]1[CH:3]=[C:4]([OH:9])[CH:5]=[CH:6][C:7]=1[F:8].Cl[CH2:11][C:12]([CH3:14])=[CH2:13].C(=O)([O-])[O-].[K+].[K+]. The product is [F:8][C:7]1[CH:6]=[CH:5][C:4]([O:9][CH2:13][C:12]([CH3:14])=[CH2:11])=[CH:3][C:2]=1[F:1]. The yield is 0.630.